Dataset: Forward reaction prediction with 1.9M reactions from USPTO patents (1976-2016). Task: Predict the product of the given reaction. (1) Given the reactants [CH:1]([C:4]1[CH:18]=[C:17]([O:19][CH3:20])[C:16]([C:21]#[C:22][Si](C)(C)C)=[CH:15][C:5]=1[O:6][C:7]1[C:8]([NH2:14])=[N:9][C:10]([NH2:13])=[N:11][CH:12]=1)([CH3:3])[CH3:2].[F-].[Cs+].C1COCC1, predict the reaction product. The product is: [C:21]([C:16]1[C:17]([O:19][CH3:20])=[CH:18][C:4]([CH:1]([CH3:2])[CH3:3])=[C:5]([CH:15]=1)[O:6][C:7]1[C:8]([NH2:14])=[N:9][C:10]([NH2:13])=[N:11][CH:12]=1)#[CH:22]. (2) The product is: [C:1]([O:4][C:5]1[CH:6]=[C:7]2[C:12](=[CH:13][C:14]=1[O:15][CH3:16])[N:11]=[C:10]([C:17]1[CH:22]=[CH:21][CH:20]=[C:19]([NH2:23])[CH:18]=1)[N:9]=[C:8]2[NH:26][C:27]1[CH:28]=[C:29]2[C:33](=[CH:34][CH:35]=1)[N:32]([C:36]([O:38][C:39]([CH3:42])([CH3:41])[CH3:40])=[O:37])[N:31]=[CH:30]2)(=[O:3])[CH3:2].[C:1]([O:4][C:5]1[CH:6]=[C:7]2[C:12](=[CH:13][C:14]=1[O:15][CH3:16])[N:11]=[C:10]([C:17]1[CH:22]=[CH:21][CH:20]=[C:19]([NH2:23])[CH:18]=1)[N:9]=[C:8]2[NH:26][C:30]1[C:29]2[C:33](=[CH:34][CH:35]=[CH:27][CH:28]=2)[N:32]([C:36]([O-:38])=[O:37])[N:31]=1)(=[O:3])[CH3:2]. Given the reactants [C:1]([O:4][C:5]1[CH:6]=[C:7]2[C:12](=[CH:13][C:14]=1[O:15][CH3:16])[N:11]=[C:10]([C:17]1[CH:22]=[CH:21][CH:20]=[C:19]([N+:23]([O-])=O)[CH:18]=1)[N:9]=[C:8]2[NH:26][C:27]1[CH:28]=[C:29]2[C:33](=[CH:34][CH:35]=1)[N:32]([C:36]([O:38][C:39]([CH3:42])([CH3:41])[CH3:40])=[O:37])[N:31]=[CH:30]2)(=[O:3])[CH3:2], predict the reaction product.